This data is from Reaction yield outcomes from USPTO patents with 853,638 reactions. The task is: Predict the reaction yield, written as a fraction of the theoretical maximum amount of product (1.0 means a 100% yield; for example, 0.34 means a 34% yield). (1) The reactants are [N:1]([CH:4]([C:14]1[C:15]([O:25][CH2:26][CH3:27])=[C:16]([C:22](=[O:24])[CH3:23])[CH:17]=[C:18]([Cl:21])[C:19]=1[F:20])[CH2:5][O:6][Si:7]([C:10]([CH3:13])([CH3:12])[CH3:11])([CH3:9])[CH3:8])=[N+]=[N-].O.C1(P(C2C=CC=CC=2)C2C=CC=CC=2)C=CC=CC=1. The catalyst is O1CCCC1.[Cl-].[Na+].O. The product is [NH2:1][CH:4]([C:14]1[C:15]([O:25][CH2:26][CH3:27])=[C:16]([C:22](=[O:24])[CH3:23])[CH:17]=[C:18]([Cl:21])[C:19]=1[F:20])[CH2:5][O:6][Si:7]([C:10]([CH3:13])([CH3:12])[CH3:11])([CH3:9])[CH3:8]. The yield is 1.00. (2) The reactants are CO[C:3](=[O:23])[CH:4]([C:11]1[CH:16]=[CH:15][C:14]([C:17]2[CH:22]=[CH:21][CH:20]=[CH:19][CH:18]=2)=[CH:13][CH:12]=1)[CH2:5][CH:6]1[CH2:10][CH2:9][CH2:8][CH2:7]1.[NH2:24][C:25]([NH2:27])=[O:26].C[O-].[Mg+2].C[O-].CO. No catalyst specified. The product is [C:14]1([C:17]2[CH:22]=[CH:21][CH:20]=[CH:19][CH:18]=2)[CH:15]=[CH:16][C:11]([CH:4]([CH2:5][CH:6]2[CH2:10][CH2:9][CH2:8][CH2:7]2)[C:3]([NH:24][C:25]([NH2:27])=[O:26])=[O:23])=[CH:12][CH:13]=1. The yield is 0.150. (3) The reactants are [N:1]1[CH:6]=[CH:5][CH:4]=[N:3][C:2]=1[C:7]1[CH:12]=[CH:11][C:10]([C:13]2[CH:17]=[CH:16][O:15][CH:14]=2)=[CH:9][CH:8]=1.[C:18]([O-:21])([O-])=O.[Na+].[Na+].BrBr.[CH3:26][OH:27]. The catalyst is C1C=CC=CC=1.C(OCC)(=O)C. The product is [CH3:26][O:27][CH:14]1[C:13]([C:10]2[CH:9]=[CH:8][C:7]([C:2]3[N:3]=[CH:4][CH:5]=[CH:6][N:1]=3)=[CH:12][CH:11]=2)=[CH:17][CH:16]([O:21][CH3:18])[O:15]1. The yield is 0.750.